This data is from Reaction yield outcomes from USPTO patents with 853,638 reactions. The task is: Predict the reaction yield, written as a fraction of the theoretical maximum amount of product (1.0 means a 100% yield; for example, 0.34 means a 34% yield). (1) The reactants are [F:1][C:2]1[CH:10]=[CH:9][C:8]2[N:7]([CH2:11][C:12]3[CH:21]=[CH:20][C:15]([C:16]([O:18]C)=[O:17])=[CH:14][CH:13]=3)[C:6]3[CH:22]=[N:23][N:24]([CH:25]4[CH2:30][CH2:29][CH2:28][CH2:27][O:26]4)[C:5]=3[C:4]=2[CH:3]=1.[OH-].[K+].[NH4+].[Cl-]. The catalyst is CO.O. The product is [F:1][C:2]1[CH:10]=[CH:9][C:8]2[N:7]([CH2:11][C:12]3[CH:13]=[CH:14][C:15]([C:16]([OH:18])=[O:17])=[CH:20][CH:21]=3)[C:6]3[CH:22]=[N:23][N:24]([CH:25]4[CH2:30][CH2:29][CH2:28][CH2:27][O:26]4)[C:5]=3[C:4]=2[CH:3]=1. The yield is 0.830. (2) The reactants are C([O:5][C:6](=[O:53])[CH2:7][N:8]1[CH2:16][CH2:15][N:14]([CH2:17][C:18]([O:20]C(C)(C)C)=[O:19])[CH2:13][CH2:12][N:11]([CH2:25][CH:26]([NH:37][CH:38](C(OC(C)(C)C)=O)[C:39]([O:41]C(C)(C)C)=[O:40])[CH2:27][CH2:28][CH2:29][C:30]2[CH:35]=[CH:34][C:33]([NH2:36])=[CH:32][CH:31]=2)[CH2:10][CH2:9]1)(C)(C)C.Cl.CC[O:57][CH2:58][CH3:59].[O:60]1CCOCC1. No catalyst specified. The product is [NH2:36][C:33]1[CH:34]=[CH:35][C:30]([CH2:29][CH2:28][CH2:27][CH:26]([N:37]([CH2:59][C:58]([OH:57])=[O:60])[CH2:38][C:39]([OH:41])=[O:40])[CH2:25][N:11]2[CH2:10][CH2:9][N:8]([CH2:7][C:6]([OH:53])=[O:5])[CH2:16][CH2:15][N:14]([CH2:17][C:18]([OH:20])=[O:19])[CH2:13][CH2:12]2)=[CH:31][CH:32]=1. The yield is 0.880. (3) The reactants are [Li+].C[Si]([N-][Si](C)(C)C)(C)C.[C:11]([O:15][C:16](=[O:32])[N:17]([C:30]#[CH:31])[C:18]1[CH:23]=[CH:22][C:21]([N:24]2[CH2:29][CH2:28][O:27][CH2:26][CH2:25]2)=[CH:20][CH:19]=1)([CH3:14])([CH3:13])[CH3:12].Cl[C:34]([O:36][CH3:37])=[O:35].[NH4+].[Cl-]. The catalyst is C1COCC1.CCOC(C)=O. The product is [CH3:37][O:36][C:34](=[O:35])[C:31]#[C:30][N:17]([C:16]([O:15][C:11]([CH3:14])([CH3:13])[CH3:12])=[O:32])[C:18]1[CH:19]=[CH:20][C:21]([N:24]2[CH2:25][CH2:26][O:27][CH2:28][CH2:29]2)=[CH:22][CH:23]=1. The yield is 0.610. (4) The reactants are [CH3:1][O:2][C:3]1[CH:4]=[C:5]([OH:11])[CH:6]=[C:7]([O:9][CH3:10])[CH:8]=1.Cl[CH2:13]C#N.C[CH2:17][O:18]CC. The catalyst is [Cl-].[Zn+2].[Cl-]. The product is [CH3:10][O:9][C:7]1[C:8]2[C:17](=[O:18])[CH2:1][O:2][C:3]=2[CH:4]=[C:5]([O:11][CH3:13])[CH:6]=1. The yield is 0.132. (5) The reactants are [CH3:1][C:2]1([CH3:12])[O:7][CH2:6][C:5]2=[CH:8][C:9]([NH2:11])=[N:10][N:4]2[CH2:3]1.Br[C:14]1[C:15](=[O:22])[N:16]([CH3:21])[CH:17]=[C:18]([Br:20])[CH:19]=1.CC1(C)C2C(=C(P(C3C=CC=CC=3)C3C=CC=CC=3)C=CC=2)OC2C(P(C3C=CC=CC=3)C3C=CC=CC=3)=CC=CC1=2.C(=O)([O-])[O-].[Cs+].[Cs+]. The catalyst is C1C=CC(/C=C/C(/C=C/C2C=CC=CC=2)=O)=CC=1.C1C=CC(/C=C/C(/C=C/C2C=CC=CC=2)=O)=CC=1.C1C=CC(/C=C/C(/C=C/C2C=CC=CC=2)=O)=CC=1.[Pd].[Pd].O1CCOCC1. The product is [Br:20][C:18]1[CH:19]=[C:14]([NH:11][C:9]2[CH:8]=[C:5]3[CH2:6][O:7][C:2]([CH3:12])([CH3:1])[CH2:3][N:4]3[N:10]=2)[C:15](=[O:22])[N:16]([CH3:21])[CH:17]=1. The yield is 0.600. (6) The reactants are Cl[C:2]1[CH:32]=[CH:31][C:5]([C:6]([NH:8][CH2:9][C@H:10]2[CH2:14][CH2:13][CH2:12][N:11]2[C:15](=[O:30])[CH2:16][CH2:17][CH2:18][NH:19][C:20](=[O:29])[O:21][CH2:22][C:23]2[CH:28]=[CH:27][CH:26]=[CH:25][CH:24]=2)=[O:7])=[C:4]([NH:33][CH2:34][CH2:35][CH:36]2[CH2:41][CH2:40][CH2:39][CH2:38][O:37]2)[N:3]=1.[C:42]([C:44]1[CH:49]=[CH:48][CH:47]=[CH:46][C:45]=1B(O)O)#[N:43].C([O-])([O-])=O.[K+].[K+]. The catalyst is C1C=CC(P(C2C=CC=CC=2)[C-]2C=CC=C2)=CC=1.C1C=CC(P(C2C=CC=CC=2)[C-]2C=CC=C2)=CC=1.Cl[Pd]Cl.[Fe+2].CN(C=O)C. The product is [C:42]([C:44]1[CH:49]=[CH:48][CH:47]=[CH:46][C:45]=1[C:2]1[CH:32]=[CH:31][C:5]([C:6]([NH:8][CH2:9][C@H:10]2[CH2:14][CH2:13][CH2:12][N:11]2[C:15](=[O:30])[CH2:16][CH2:17][CH2:18][NH:19][C:20](=[O:29])[O:21][CH2:22][C:23]2[CH:28]=[CH:27][CH:26]=[CH:25][CH:24]=2)=[O:7])=[C:4]([NH:33][CH2:34][CH2:35][CH:36]2[CH2:41][CH2:40][CH2:39][CH2:38][O:37]2)[N:3]=1)#[N:43]. The yield is 0.770. (7) The reactants are Br[C:2]1[C:3](=[O:27])[C:4]2[C:9]([C:10]=1[C:11]1[CH:16]=[CH:15][CH:14]=[CH:13][CH:12]=1)=[CH:8][CH:7]=[C:6]([O:17][CH2:18][CH2:19][CH2:20][C:21]1[CH:26]=[CH:25][CH:24]=[CH:23][CH:22]=1)[CH:5]=2.[Cu][C:29]#[N:30].[Cl-].[NH4+]. The catalyst is CN(C)C=O. The product is [O:27]=[C:3]1[C:4]2[C:9](=[CH:8][CH:7]=[C:6]([O:17][CH2:18][CH2:19][CH2:20][C:21]3[CH:26]=[CH:25][CH:24]=[CH:23][CH:22]=3)[CH:5]=2)[C:10]([C:11]2[CH:16]=[CH:15][CH:14]=[CH:13][CH:12]=2)=[C:2]1[C:29]#[N:30]. The yield is 0.800. (8) The reactants are [OH:1][CH2:2][C:3]1[CH:13]=[CH:12][C:6]([O:7][CH2:8][C:9](=[O:11])[CH3:10])=[CH:5][CH:4]=1.[BH4-].[Na+]. The catalyst is CO.O. The product is [OH:1][CH2:2][C:3]1[CH:4]=[CH:5][C:6]([O:7][CH2:8][CH:9]([OH:11])[CH3:10])=[CH:12][CH:13]=1. The yield is 0.980. (9) The catalyst is CN(C)C=O. The reactants are I[C:2]1[CH:3]=[CH:4][C:5]2[N:6]([CH:8]=[C:9]([NH:11][C:12]([CH:14]3[CH2:16][CH2:15]3)=[O:13])[N:10]=2)[N:7]=1.[NH2:17][C:18]1[CH:19]=[C:20]([OH:26])[C:21]([Cl:25])=[CH:22][C:23]=1[F:24].C(=O)([O-])[O-].[K+].[K+]. The product is [NH2:17][C:18]1[C:23]([F:24])=[CH:22][C:21]([Cl:25])=[C:20]([CH:19]=1)[O:26][C:2]1[CH:3]=[CH:4][C:5]2[N:6]([CH:8]=[C:9]([NH:11][C:12]([CH:14]3[CH2:16][CH2:15]3)=[O:13])[N:10]=2)[N:7]=1. The yield is 0.560. (10) The reactants are [NH2:1][C:2]1[C:7]2=[C:8]([C:13]3[CH:18]=[CH:17][C:16]([NH2:19])=[CH:15][CH:14]=3)[CH:9]=[C:10]([CH2:11][OH:12])[N:6]2[N:5]=[CH:4][N:3]=1.[F:20][C:21]([F:39])([F:38])[C:22]1[N:27]=[C:26]([NH:28][C:29](=O)[O:30]C2C=CC=CC=2)[CH:25]=[CH:24][CH:23]=1.C(N(CC)CC)C. The catalyst is CN(C=O)C. The product is [NH2:1][C:2]1[C:7]2=[C:8]([C:13]3[CH:18]=[CH:17][C:16]([NH:19][C:29]([NH:28][C:26]4[CH:25]=[CH:24][CH:23]=[C:22]([C:21]([F:38])([F:20])[F:39])[N:27]=4)=[O:30])=[CH:15][CH:14]=3)[CH:9]=[C:10]([CH2:11][OH:12])[N:6]2[N:5]=[CH:4][N:3]=1. The yield is 0.0700.